Dataset: Peptide-MHC class II binding affinity with 134,281 pairs from IEDB. Task: Regression. Given a peptide amino acid sequence and an MHC pseudo amino acid sequence, predict their binding affinity value. This is MHC class II binding data. The peptide sequence is TLLRAVESYLLAHSD. The MHC is HLA-DQA10501-DQB10301 with pseudo-sequence HLA-DQA10501-DQB10301. The binding affinity (normalized) is 0.349.